This data is from Reaction yield outcomes from USPTO patents with 853,638 reactions. The task is: Predict the reaction yield, written as a fraction of the theoretical maximum amount of product (1.0 means a 100% yield; for example, 0.34 means a 34% yield). (1) The yield is 0.700. The reactants are [NH2:1][C:2]1[CH:3]=[C:4]([CH:9]=[CH:10][C:11]=1[CH3:12])[C:5](OC)=[O:6].O.[NH2:14][NH2:15]. The product is [NH2:1][C:2]1[CH:3]=[C:4]([CH:9]=[CH:10][C:11]=1[CH3:12])[C:5]([NH:14][NH2:15])=[O:6]. The catalyst is C(O)C. (2) The reactants are [CH3:1][NH:2][C:3]([CH:5]([NH:7][C:8](=O)[C:9]1[CH:14]=[CH:13][CH:12]=[N:11][CH:10]=1)[CH3:6])=O.COC1C=CC(P2(SP(C3C=CC(OC)=CC=3)(=S)S2)=[S:25])=CC=1. The catalyst is ClCCCl. The product is [CH3:1][NH:2][C:3]1[S:25][C:8]([C:9]2[CH:10]=[N:11][CH:12]=[CH:13][CH:14]=2)=[N:7][C:5]=1[CH3:6]. The yield is 0.680. (3) The reactants are BrCC(C1C=CC(C[C@H](NC(=O)[C:18]2[CH:23]=[CH:22][C:21]([O:24][CH:25]([CH3:27])[CH3:26])=[C:20]([C:28]#[N:29])[CH:19]=2)CCO)=CC=1)=O.N[C:32]1C(C)=CC=CN=1.[C:39]([O-:42])(O)=[O:40].[Na+]. The catalyst is CC(O)C. The product is [C:28]([C:20]1[CH:19]=[C:18]([CH:23]=[CH:22][C:21]=1[O:24][CH:25]([CH3:26])[CH3:27])[C:39]([O:42][CH3:32])=[O:40])#[N:29]. The yield is 0.700. (4) The reactants are Cl[C:2]1[C:3](=[O:12])[N:4]([CH2:9][O:10][CH3:11])[N:5]=[CH:6][C:7]=1[Cl:8].[CH3:13][O-:14].[Na+]. The catalyst is O1CCOCC1. The product is [Cl:8][C:7]1[CH:6]=[N:5][N:4]([CH2:9][O:10][CH3:11])[C:3](=[O:12])[C:2]=1[O:14][CH3:13]. The yield is 0.930. (5) The reactants are [OH-].[Na+].OP1(=O)O[C@@H](C2C=CC=CC=2)C(C)(C)CO1.[Br:19][C:20]1[C:39]([F:40])=[CH:38][C:23]2[O:24][C:25]3[CH:37]=[CH:36][CH:35]=[CH:34][C:26]=3[C@H:27]3[C@H:32]([NH2:33])[CH2:31][CH2:30][CH2:29][N:28]3[C:22]=2[CH:21]=1. The catalyst is C(O)C.C(Cl)Cl. The product is [Br:19][C:20]1[C:39]([F:40])=[CH:38][C:23]2[O:24][C:25]3[CH:37]=[CH:36][CH:35]=[CH:34][C:26]=3[C@H:27]3[C@H:32]([NH2:33])[CH2:31][CH2:30][CH2:29][N:28]3[C:22]=2[CH:21]=1. The yield is 1.00. (6) The yield is 0.700. The product is [CH2:15]([N:18]([C:1]#[N:8])[CH2:19][CH:20]=[CH2:21])[CH:16]=[CH2:17]. The catalyst is ClCCCl.C1(C)C=CC=CC=1.C(Cl)Cl.CCOC(C)=O.CC(C)[O-].[Ti+4].CC(C)[O-].CC(C)[O-].CC(C)[O-]. The reactants are [C:1]([N:8]1CCC(=O)CC1)(OC(C)(C)C)=O.[CH2:15]([NH:18][CH2:19][CH:20]=[CH2:21])[CH:16]=[CH2:17].[C-]#N.C([Al+]CC)C. (7) The reactants are O[C:2]1([C:13]2[S:14][C:15]([C:18]3[CH:23]=[C:22]([NH:24][C:25]4[N:30]=[C:29]([C:31]([F:34])([F:33])[F:32])[CH:28]=[CH:27][N:26]=4)[CH:21]=[C:20]([CH3:35])[CH:19]=3)=[CH:16][N:17]=2)[CH2:7][CH2:6][CH:5]([C:8]([O:10][CH2:11][CH3:12])=[O:9])[CH2:4][CH2:3]1.CS(O)(=O)=O.O=P12OP3(OP(OP(O3)(O1)=O)(=O)O2)=O.C(=O)(O)[O-].[Na+]. The product is [CH3:35][C:20]1[CH:19]=[C:18]([C:15]2[S:14][C:13]([C:2]3[CH2:7][CH2:6][CH:5]([C:8]([O:10][CH2:11][CH3:12])=[O:9])[CH2:4][CH:3]=3)=[N:17][CH:16]=2)[CH:23]=[C:22]([NH:24][C:25]2[N:30]=[C:29]([C:31]([F:34])([F:33])[F:32])[CH:28]=[CH:27][N:26]=2)[CH:21]=1. No catalyst specified. The yield is 0.820. (8) The reactants are Cl[C:2]1[C:7]([N+:8]([O-:10])=[O:9])=[C:6]([CH3:11])[CH:5]=[C:4]([Cl:12])[N:3]=1.Cl.[F:14][C@@H:15]1[CH2:19][CH2:18][NH:17][CH2:16]1. The product is [Cl:12][C:4]1[N:3]=[C:2]([N:17]2[CH2:18][CH2:19][C@@H:15]([F:14])[CH2:16]2)[C:7]([N+:8]([O-:10])=[O:9])=[C:6]([CH3:11])[CH:5]=1. The yield is 1.00. The catalyst is C(#N)C.